This data is from Full USPTO retrosynthesis dataset with 1.9M reactions from patents (1976-2016). The task is: Predict the reactants needed to synthesize the given product. (1) Given the product [CH2:1]([O:3][C:4](=[O:16])[C:5]1[CH:10]=[C:9]([CH2:11][CH:12]([CH3:13])[CH3:14])[N:8]=[C:7]([CH3:15])[CH:6]=1)[CH3:2], predict the reactants needed to synthesize it. The reactants are: [CH2:1]([O:3][C:4](=[O:16])[C:5]1[CH:10]=[C:9]([CH:11]=[C:12]([CH3:14])[CH3:13])[N:8]=[C:7]([CH3:15])[CH:6]=1)[CH3:2]. (2) Given the product [Cl:1][C:2]1[CH:10]=[C:9]2[C:5]([C:6]([C:11]3[N:12]=[C:13]4[C:19]([C:20]([NH:22][CH:23]([CH3:25])[CH3:24])=[O:21])=[CH:18][NH:17][C:14]4=[N:15][CH:16]=3)=[N:7][NH:8]2)=[CH:4][CH:3]=1, predict the reactants needed to synthesize it. The reactants are: [Cl:1][C:2]1[CH:10]=[C:9]2[C:5]([C:6]([C:11]3[N:12]=[C:13]4[C:19]([C:20]([NH:22][CH:23]([CH3:25])[CH3:24])=[O:21])=[CH:18][N:17](COCC[Si](C)(C)C)[C:14]4=[N:15][CH:16]=3)=[N:7][NH:8]2)=[CH:4][CH:3]=1.FC(F)(F)C(O)=O.C(N)CN. (3) Given the product [C:4]1([C:32]2[CH:33]=[CH:34][CH:35]=[CH:36][CH:37]=2)[CH:5]=[CH:6][C:7]([C:10]2[N:15]=[C:14]3[N:16]=[C:17]([SH:27])[N:18]([CH2:19][O:20][CH2:21][CH2:22][Si:23]([CH3:26])([CH3:25])[CH3:24])[C:13]3=[CH:12][C:11]=2[Cl:31])=[CH:8][CH:9]=1, predict the reactants needed to synthesize it. The reactants are: [S-2].[Na+].[Na+].[C:4]1([C:32]2[CH:37]=[CH:36][CH:35]=[CH:34][CH:33]=2)[CH:9]=[CH:8][C:7]([C:10]2[N:15]=[C:14]3[N:16]=[C:17]([S:27](C)(=O)=O)[N:18]([CH2:19][O:20][CH2:21][CH2:22][Si:23]([CH3:26])([CH3:25])[CH3:24])[C:13]3=[CH:12][C:11]=2[Cl:31])=[CH:6][CH:5]=1.O. (4) Given the product [Cl:21][C:5]1[N:4]=[N:3][C:2]([NH:25][C:24]2[CH:26]=[CH:27][C:28]([P:30]([CH3:32])([CH3:33])=[O:31])=[CH:29][C:23]=2[Cl:22])=[N:7][C:6]=1[NH:8][C:9]1[CH:14]=[CH:13][CH:12]=[CH:11][C:10]=1[S:15]([CH:18]([CH3:20])[CH3:19])(=[O:17])=[O:16], predict the reactants needed to synthesize it. The reactants are: Cl[C:2]1[N:3]=[N:4][C:5]([Cl:21])=[C:6]([NH:8][C:9]2[CH:14]=[CH:13][CH:12]=[CH:11][C:10]=2[S:15]([CH:18]([CH3:20])[CH3:19])(=[O:17])=[O:16])[N:7]=1.[Cl:22][C:23]1[CH:29]=[C:28]([P:30]([CH3:33])([CH3:32])=[O:31])[CH:27]=[CH:26][C:24]=1[NH2:25].C12(CS(O)(=O)=O)C(C)(C)C(CC1)CC2=O.